Dataset: Reaction yield outcomes from USPTO patents with 853,638 reactions. Task: Predict the reaction yield, written as a fraction of the theoretical maximum amount of product (1.0 means a 100% yield; for example, 0.34 means a 34% yield). (1) The catalyst is C(#N)C. The product is [O:15]1[C:19]2[CH:20]=[CH:21][C:22]([C:24]3([C:27]([NH:14][C:8]4[CH:7]=[C:6]5[C:11](=[CH:10][CH:9]=4)[NH:12][C:13]4[CH2:1][CH2:2][CH2:3][CH2:4][C:5]5=4)=[O:28])[CH2:25][CH2:26]3)=[CH:23][C:18]=2[O:17][CH2:16]1. The yield is 0.700. The reactants are [CH2:1]1[C:13]2[NH:12][C:11]3[C:6](=[CH:7][C:8]([NH2:14])=[CH:9][CH:10]=3)[C:5]=2[CH2:4][CH2:3][CH2:2]1.[O:15]1[C:19]2[CH:20]=[CH:21][C:22]([C:24]3([C:27](O)=[O:28])[CH2:26][CH2:25]3)=[CH:23][C:18]=2[O:17][CH2:16]1.C(N(C(C)C)CC)(C)C.F[P-](F)(F)(F)(F)F.N1(OC(N(C)C)=[N+](C)C)C2N=CC=CC=2N=N1. (2) The reactants are N[C:2]1[CH:3]=[C:4]2[C:8](=[CH:9][CH:10]=1)[NH:7][N:6]=[CH:5]2.Cl.N([O-])=O.[Na+].[I-:16].[K+].[OH-].[Na+].C(=O)(O)[O-].[Na+]. The catalyst is O. The product is [I:16][C:2]1[CH:3]=[C:4]2[C:8](=[CH:9][CH:10]=1)[NH:7][N:6]=[CH:5]2. The yield is 0.180. (3) The reactants are [Cl:1][C:2]1[CH:3]=[CH:4][C:5](F)=[C:6]([CH:9]=1)[CH:7]=[O:8].[OH:11][C:12]1[CH:21]=[CH:20][C:15]([C:16]([O:18][CH3:19])=[O:17])=[CH:14][CH:13]=1.C([O-])([O-])=O.[K+].[K+]. The catalyst is CN(C)C(=O)C. The product is [CH3:19][O:18][C:16](=[O:17])[C:15]1[CH:20]=[CH:21][C:12]([O:11][C:5]2[CH:4]=[CH:3][C:2]([Cl:1])=[CH:9][C:6]=2[CH:7]=[O:8])=[CH:13][CH:14]=1. The yield is 0.800. (4) The reactants are [C:1]([O:5][C:6]([N:8]1[CH2:13][CH2:12][C:11](=O)[CH2:10][CH:9]1[CH2:15][CH3:16])=[O:7])([CH3:4])([CH3:3])[CH3:2].[F:17][C:18]([F:32])([F:31])[C:19]1[CH:20]=[C:21]([CH:24]=[C:25]([C:27]([F:30])([F:29])[F:28])[CH:26]=1)[CH2:22][NH2:23].[BH4-].[Na+]. The catalyst is CC(C)[O-].[Ti+4].CC(C)[O-].CC(C)[O-].CC(C)[O-].CO.ClC(Cl)C. The product is [C:1]([O:5][C:6]([N:8]1[CH2:13][CH2:12][CH:11]([NH:23][CH2:22][C:21]2[CH:24]=[C:25]([C:27]([F:28])([F:29])[F:30])[CH:26]=[C:19]([C:18]([F:17])([F:31])[F:32])[CH:20]=2)[CH2:10][CH:9]1[CH2:15][CH3:16])=[O:7])([CH3:4])([CH3:3])[CH3:2]. The yield is 0.760.